From a dataset of Forward reaction prediction with 1.9M reactions from USPTO patents (1976-2016). Predict the product of the given reaction. (1) Given the reactants [N:1]1([C:8]([C:10]2[CH:14]=[C:13]([C:15]3[CH2:16][CH2:17][NH:18][CH2:19][CH:20]=3)[S:12][CH:11]=2)=[O:9])[CH2:7][CH2:6][CH2:5][CH2:4][CH2:3][CH2:2]1.C(N(CC)CC)C.[C:28](Cl)(=[O:30])[CH3:29], predict the reaction product. The product is: [N:1]1([C:8]([C:10]2[CH:14]=[C:13]([C:15]3[CH2:16][CH2:17][N:18]([C:28](=[O:30])[CH3:29])[CH2:19][CH:20]=3)[S:12][CH:11]=2)=[O:9])[CH2:2][CH2:3][CH2:4][CH2:5][CH2:6][CH2:7]1. (2) Given the reactants F[C:2]1[C:7]([C:8]2[N:16]=[C:15]([CH3:17])[N:14]=[C:13]3[C:9]=2[N:10]=[CH:11][N:12]3C2CCCCO2)=[CH:6][C:5]([CH2:24][O:25][CH2:26][C:27]2[CH:32]=[CH:31][C:30]([O:33][CH3:34])=[CH:29][CH:28]=2)=[CH:4][N:3]=1.[NH2:35][C:36]1[CH:44]=[CH:43][CH:42]=[C:41]2[C:37]=1[CH:38]=[CH:39][NH:40]2.Cl, predict the reaction product. The product is: [CH3:34][O:33][C:30]1[CH:29]=[CH:28][C:27]([CH2:26][O:25][CH2:24][C:5]2[CH:6]=[C:7]([C:8]3[N:16]=[C:15]([CH3:17])[N:14]=[C:13]4[C:9]=3[N:10]=[CH:11][NH:12]4)[C:2]([NH:35][C:36]3[C:37]4[CH:38]=[CH:39][NH:40][C:41]=4[CH:42]=[CH:43][CH:44]=3)=[N:3][CH:4]=2)=[CH:32][CH:31]=1. (3) Given the reactants C(OC([NH:11][C:12]1([PH:20]([NH:22][C:23](=[O:29])[CH2:24][C:25]([CH3:28])([CH3:27])[CH3:26])=[O:21])[CH2:17][CH2:16][CH2:15][N:14]([NH2:18])[C:13]1=[O:19])=O)C1C=CC=CC=1, predict the reaction product. The product is: [NH2:11][C:12]1([PH:20]([NH:22][C:23](=[O:29])[CH2:24][C:25]([CH3:27])([CH3:26])[CH3:28])=[O:21])[CH2:17][CH2:16][CH2:15][N:14]([NH2:18])[C:13]1=[O:19]. (4) The product is: [F:22][C:16]1[C:15]([F:23])=[C:14]([N:11]2[CH2:12][CH2:13][NH:8][CH2:9][CH2:10]2)[CH:19]=[CH:18][C:17]=1[C:20]#[N:21].[F:24][C:25]([F:30])([F:29])[C:26]([OH:28])=[O:27]. Given the reactants C(OC([N:8]1[CH2:13][CH2:12][N:11]([C:14]2[CH:19]=[CH:18][C:17]([C:20]#[N:21])=[C:16]([F:22])[C:15]=2[F:23])[CH2:10][CH2:9]1)=O)(C)(C)C.[F:24][C:25]([F:30])([F:29])[C:26]([OH:28])=[O:27], predict the reaction product. (5) Given the reactants CO.[BH4-].[Li+].C[O:6][C:7]([C@@H:9]1[CH:13]=[CH:12][CH2:11][N:10]1[C:14]([O:16][C:17]([CH3:20])([CH3:19])[CH3:18])=[O:15])=O.O, predict the reaction product. The product is: [C:17]([O:16][C:14]([N:10]1[CH2:11][CH:12]=[CH:13][C@H:9]1[CH2:7][OH:6])=[O:15])([CH3:20])([CH3:19])[CH3:18]. (6) Given the reactants [H-].[Na+].P([CH2:7][C:8]([O:10][CH2:11][CH3:12])=[O:9])(O)(O)=O.[Br:13][C:14]1[CH:15]=[C:16]([CH:19]=[CH:20][C:21]=1[CH3:22])[CH:17]=O.O, predict the reaction product. The product is: [Br:13][C:14]1[CH:15]=[C:16](/[CH:17]=[CH:7]/[C:8]([O:10][CH2:11][CH3:12])=[O:9])[CH:19]=[CH:20][C:21]=1[CH3:22]. (7) The product is: [N+:20]([C:17]1[N:16]=[CH:15][C:14]([N:11]2[CH2:10][CH2:9][NH:8][CH2:13][CH2:12]2)=[CH:19][CH:18]=1)([O-:22])=[O:21].[C:25]([OH:27])([C:24]([F:29])([F:28])[F:23])=[O:26]. Given the reactants C(OC([N:8]1[CH2:13][CH2:12][N:11]([C:14]2[CH:15]=[N:16][C:17]([N+:20]([O-:22])=[O:21])=[CH:18][CH:19]=2)[CH2:10][CH2:9]1)=O)(C)(C)C.[F:23][C:24]([F:29])([F:28])[C:25]([OH:27])=[O:26], predict the reaction product. (8) Given the reactants [NH:1]1[CH2:6][CH2:5][O:4][CH2:3][CH2:2]1.Cl[C:8]1[CH:9]=[CH:10][C:11]([N+:15]([O-:17])=[O:16])=[C:12]([CH:14]=1)[NH2:13], predict the reaction product. The product is: [N:1]1([C:8]2[CH:9]=[CH:10][C:11]([N+:15]([O-:17])=[O:16])=[C:12]([NH2:13])[CH:14]=2)[CH2:6][CH2:5][O:4][CH2:3][CH2:2]1. (9) Given the reactants [F:1][C:2]1[CH:3]=[C:4](B(O)O)[CH:5]=[CH:6][CH:7]=1.Br[C:12]1[CH:13]=[CH:14][C:15]([Cl:21])=[C:16]([CH:20]=1)[C:17]([OH:19])=[O:18].C([O-])([O-])=O.[Na+].[Na+].O, predict the reaction product. The product is: [Cl:21][C:15]1[CH:14]=[CH:13][C:12]([C:4]2[CH:5]=[CH:6][CH:7]=[C:2]([F:1])[CH:3]=2)=[CH:20][C:16]=1[C:17]([OH:19])=[O:18].